From a dataset of Drug-target binding data from BindingDB using IC50 measurements. Regression. Given a target protein amino acid sequence and a drug SMILES string, predict the binding affinity score between them. We predict pIC50 (pIC50 = -log10(IC50 in M); higher means more potent). Dataset: bindingdb_ic50. (1) The compound is CCCCn1c(=O)c2ccc(Cl)cc2c2cc(C(O)(C(F)(F)F)C(F)(F)F)ccc21. The target protein (Q92753) has sequence MCENQLKTKADATAQIEVIPCKICGDKSSGIHYGVITCEGCKGFFRRSQQNNASYSCPRQRNCLIDRTNRNRCQHCRLQKCLALGMSRDAVKFGRMSKKQRDSLYAEVQKHQQRLQEQRQQQSGEAEALARVYSSSISNGLSNLNNETSGTYANGHVIDLPKSEGYYNVDSGQPSPDQSGLDMTGIKQIKQEPIYDLTSVPNLFTYSSFNNGQLAPGITMTEIDRIAQNIIKSHLETCQYTMEELHQLAWQTHTYEEIKAYQSKSREALWQQCAIQITHAIQYVVEFAKRITGFMELCQNDQILLLKSGCLEVVLVRMCRAFNPLNNTVLFEGKYGGMQMFKALGSDDLVNEAFDFAKNLCSLQLTEEEIALFSSAVLISPDRAWLIEPRKVQKLQEKIYFALQHVIQKNHLDDETLAKLIAKIPTITAVCNLHGEKLQVFKQSHPEIVNTLFPPLYKELFNPDCATGCK. The pIC50 is 5.3. (2) The compound is CC(C)Cn1c(-c2ccc(P(=O)(O)O)o2)nc2c(N)ccc(Br)c21. The target protein (P19112) has sequence MVDHAPFETDISTLTRFVLEEGRKAGGTGEMTQLLNSLCTAIKAISSAVRQAGIAQLYGIAGSTNVTGDQVKKLDILSNDLVINMLKSSYATCVLVSEEDTHAIIIEPEKRGKYVVCFDPLDGSSNIDCLASIGTIFGIYRKTSANEPSEKDALQPGRNLVAAGYALYGSATMLVLAMNCGVNCFMLDPSIGEFILVDRDVKIKKKGNIYSINEGYAKDFDPAINEYIQRKKFPPDNSAPYGARYVGSMVADVHRTLVYGGIFLYPANKKNPSGKLRLLYECNPIAYVMEKAGGLATTGNEDILDIVPTEIHQKAPVIMGSTEDVQEFLEIYNKDKAKSRPSLPLPQSRARESPVHSICDELF. The pIC50 is 5.7. (3) The small molecule is O=C(O)CCc1sc(/C=C2\NC(=O)CS2)nc1-c1ccccn1. The target protein (Q76LX8) has sequence MHQRHPRARCPPLCVAGILACGFLLGCWGPSHFQQSCLQALEPQAVSSYLSPGAPLKGRPPSPGFQRQRQRQRRAAGGILHLELLVAVGPDVFQAHQEDTERYVLTNLNIGAELLRDPSLGAQFRVHLVKMVILTEPEGAPNITANLTSSLLSVCGWSQTINPEDDTDPGHADLVLYITRFDLELPDGNRQVRGVTQLGGACSPTWSCLITEDTGFDLGVTIAHEIGHSFGLEHDGAPGSGCGPSGHVMASDGAAPRAGLAWSPCSRRQLLSLLSAGRARCVWDPPRPQPGSAGHPPDAQPGLYYSANEQCRVAFGPKAVACTFAREHLDMCQALSCHTDPLDQSSCSRLLVPLLDGTECGVEKWCSKGRCRSLVELTPIAAVHGRWSSWGPRSPCSRSCGGGVVTRRRQCNNPRPAFGGRACVGADLQAEMCNTQACEKTQLEFMSQQCARTDGQPLRSSPGGASFYHWGAAVPHSQGDALCRHMCRAIGESFIMKRGD.... The pIC50 is 4.7. (4) The small molecule is O=S(=O)(c1cccc2cnccc12)N1CCCNCC1. The target protein sequence is MGNAAAAKKGSEQESVKEFLAKAKEDFLKKWENPAQNTAHLDQFERIKTLGTGSFGRVMLVKHMETGNHYAMKILDKQKVVKLKQIEHTLNEKRILQAVNFPFLVKLEFSFKDNSNLYMVMEYVPGGDMFSHLRRIGRFSEPHARFYAAQIVLTFEYLHSLDLIYRDLKPENLLIDQQGYIQVTDFGFAKRVKGRTWTLCGTPEYLAPEIILSKGYNKAVDWWALGVLIYEMAAGYPPFFADQPIQIYEKIVSGKVRFPSHFSSDLKDLLRNLLQVDLTKRFGNLKNGVNDIKNHKWFATTDWIAIYQRKVEAPFIPKFKGPGDTSNFDDYEEEEIRVSINEKCGKEFSEF. The pIC50 is 5.6.